From a dataset of Full USPTO retrosynthesis dataset with 1.9M reactions from patents (1976-2016). Predict the reactants needed to synthesize the given product. The reactants are: [C:1]([NH:4][CH:5]([C:16]([OH:18])=[O:17])[CH2:6][C:7]1[CH:12]=[CH:11][C:10]([CH3:13])=[C:9]([O:14][CH3:15])[CH:8]=1)(=[O:3])[CH3:2]. Given the product [C:1]([NH:4][C@@H:5]([C:16]([OH:18])=[O:17])[CH2:6][C:7]1[CH:12]=[CH:11][C:10]([CH3:13])=[C:9]([O:14][CH3:15])[CH:8]=1)(=[O:3])[CH3:2], predict the reactants needed to synthesize it.